From a dataset of Reaction yield outcomes from USPTO patents with 853,638 reactions. Predict the reaction yield, written as a fraction of the theoretical maximum amount of product (1.0 means a 100% yield; for example, 0.34 means a 34% yield). (1) The reactants are [CH3:1][CH2:2][C:3]([C:5]1[CH:10]=[CH:9][C:8]([OH:11])=[CH:7][CH:6]=1)=[O:4].[CH2:12](Br)[C:13]1[CH:18]=[CH:17][CH:16]=[CH:15][CH:14]=1.C([O-])([O-])=O.[K+].[K+]. The catalyst is CC(C)=O. The product is [CH3:1][CH2:2][C:3]([C:5]1[CH:6]=[CH:7][C:8]([O:11][CH2:12][C:13]2[CH:18]=[CH:17][CH:16]=[CH:15][CH:14]=2)=[CH:9][CH:10]=1)=[O:4]. The yield is 0.930. (2) The reactants are [C:1]([C:3]1[CH:8]=[CH:7][C:6]([N:9]2[C:13]([C:14]3[CH:19]=[CH:18][C:17]([CH3:20])=[CH:16][CH:15]=3)=[CH:12][C:11]([C:21]([O:23]C)=[O:22])=[N:10]2)=[CH:5][CH:4]=1)#[N:2].[Li+].[OH-]. The catalyst is CO.O. The product is [C:1]([C:3]1[CH:4]=[CH:5][C:6]([N:9]2[C:13]([C:14]3[CH:19]=[CH:18][C:17]([CH3:20])=[CH:16][CH:15]=3)=[CH:12][C:11]([C:21]([OH:23])=[O:22])=[N:10]2)=[CH:7][CH:8]=1)#[N:2]. The yield is 0.880. (3) The reactants are [CH3:1][C:2]([C:9]1[NH:10][C:11]2[C:16]([CH:17]=1)=[CH:15][C:14]([N+:18]([O-:20])=[O:19])=[CH:13][CH:12]=2)([CH3:8])[C:3]([O:5]CC)=[O:4].O[Li].O.Cl. The catalyst is C1COCC1.O. The product is [CH3:8][C:2]([C:9]1[NH:10][C:11]2[C:16]([CH:17]=1)=[CH:15][C:14]([N+:18]([O-:20])=[O:19])=[CH:13][CH:12]=2)([CH3:1])[C:3]([OH:5])=[O:4]. The yield is 0.990. (4) The reactants are [N:1]([CH:4]([C:9]1[CH:14]=[CH:13][C:12]([F:15])=[CH:11][C:10]=1[Br:16])[C:5]([F:8])([F:7])[F:6])=[N+]=[N-].C(O)=O.NN. The catalyst is [Ni].C(O)C. The product is [Br:16][C:10]1[CH:11]=[C:12]([F:15])[CH:13]=[CH:14][C:9]=1[CH:4]([NH2:1])[C:5]([F:6])([F:7])[F:8]. The yield is 1.00. (5) The reactants are C([O:4][CH2:5][C:6]([CH3:49])([CH3:48])[CH2:7][N:8]1[C:14]2[CH:15]=[CH:16][C:17]([Cl:19])=[CH:18][C:13]=2[C@H:12]([C:20]2C=C[CH:23]=[C:22](C)[C:21]=2[CH3:27])[O:11][C@H:10]([CH2:28][C:29]([NH:31][C:32]2[CH:37]=[CH:36][C:35]([O:38][C:39]([F:46])([F:45])[C:40]([O:42]CC)=[O:41])=[CH:34][CH:33]=2)=[O:30])[C:9]1=[O:47])(=O)C.[OH-].[Na+].C(O)C. The catalyst is O. The product is [Cl:19][C:17]1[CH:16]=[CH:15][C:14]2[N:8]([CH2:7][C:6]([CH3:48])([CH3:49])[CH2:5][OH:4])[C:9](=[O:47])[C@@H:10]([CH2:28][C:29]([NH:31][C:32]3[CH:37]=[CH:36][C:35]([O:38][C:39]([F:45])([F:46])[C:40]([OH:42])=[O:41])=[CH:34][CH:33]=3)=[O:30])[O:11][C@@H:12]([CH2:20][CH:21]([CH3:27])[CH2:22][CH3:23])[C:13]=2[CH:18]=1. The yield is 0.700.